This data is from Peptide-MHC class I binding affinity with 185,985 pairs from IEDB/IMGT. The task is: Regression. Given a peptide amino acid sequence and an MHC pseudo amino acid sequence, predict their binding affinity value. This is MHC class I binding data. (1) The peptide sequence is LTALGNHI. The binding affinity (normalized) is 0.591. The MHC is Mamu-A01 with pseudo-sequence Mamu-A01. (2) The peptide sequence is ILNFLDWIK. The MHC is HLA-A31:01 with pseudo-sequence HLA-A31:01. The binding affinity (normalized) is 0.440. (3) The binding affinity (normalized) is 0.000426. The MHC is HLA-A26:01 with pseudo-sequence HLA-A26:01. The peptide sequence is YVFPVIFSK.